From a dataset of Peptide-MHC class I binding affinity with 185,985 pairs from IEDB/IMGT. Regression. Given a peptide amino acid sequence and an MHC pseudo amino acid sequence, predict their binding affinity value. This is MHC class I binding data. (1) The peptide sequence is ESAVLRGF. The MHC is Mamu-A01 with pseudo-sequence Mamu-A01. The binding affinity (normalized) is 0.0456. (2) The peptide sequence is RPGYFTQTA. The MHC is HLA-B07:02 with pseudo-sequence HLA-B07:02. The binding affinity (normalized) is 0.928. (3) The peptide sequence is ASMDNTSPM. The MHC is HLA-C06:02 with pseudo-sequence HLA-C06:02. The binding affinity (normalized) is 0.413. (4) The peptide sequence is LSDDSGLMV. The MHC is HLA-A11:01 with pseudo-sequence HLA-A11:01. The binding affinity (normalized) is 0.0847.